Dataset: Catalyst prediction with 721,799 reactions and 888 catalyst types from USPTO. Task: Predict which catalyst facilitates the given reaction. (1) Reactant: [F:1][C:2]1[CH:3]=[C:4]([C:12]2[C:20]3[C:19](=[O:21])[CH2:18][CH2:17][C:16]=3[CH:15]=[N:14][CH:13]=2)[CH:5]=[CH:6][C:7]=1[C:8]([F:11])([F:10])[F:9].[Cl-].[Li+].[C:24]1([Li])[CH:29]=[CH:28][CH:27]=[CH:26][CH:25]=1. Product: [F:1][C:2]1[CH:3]=[C:4]([C:12]2[C:20]3[C:19]([C:24]4[CH:29]=[CH:28][CH:27]=[CH:26][CH:25]=4)([OH:21])[CH2:18][CH2:17][C:16]=3[CH:15]=[N:14][CH:13]=2)[CH:5]=[CH:6][C:7]=1[C:8]([F:9])([F:11])[F:10]. The catalyst class is: 27. (2) Reactant: [H-].[Na+].[C:3]([O:13][C:14]([CH3:17])([CH3:16])[CH3:15])(=[O:12])[CH2:4][C:5]([O:7][C:8]([CH3:11])([CH3:10])[CH3:9])=[O:6].[F:18][C:19]1[C:24](F)=[CH:23][CH:22]=[C:21]([N+:26]([O-:28])=[O:27])[C:20]=1[O:29][C:30]1[C:39]2[C:34](=[CH:35][CH:36]=[CH:37][CH:38]=2)[CH:33]=[CH:32][CH:31]=1. Product: [F:18][C:19]1[C:20]([O:29][C:30]2[C:39]3[C:34](=[CH:35][CH:36]=[CH:37][CH:38]=3)[CH:33]=[CH:32][CH:31]=2)=[C:21]([N+:26]([O-:28])=[O:27])[CH:22]=[CH:23][C:24]=1[CH:4]([C:5]([O:7][C:8]([CH3:9])([CH3:10])[CH3:11])=[O:6])[C:3]([O:13][C:14]([CH3:17])([CH3:16])[CH3:15])=[O:12]. The catalyst class is: 1. (3) Reactant: [CH:1]([C:4]1[CH:21]=[C:20]([B:22]2[O:26][C:25]([CH3:28])([CH3:27])[C:24]([CH3:30])([CH3:29])[O:23]2)[CH:19]=[CH:18][C:5]=1[O:6][CH2:7][C:8]([O:10]CC1C=CC=CC=1)=[O:9])([CH3:3])[CH3:2]. Product: [CH:1]([C:4]1[CH:21]=[C:20]([B:22]2[O:26][C:25]([CH3:28])([CH3:27])[C:24]([CH3:30])([CH3:29])[O:23]2)[CH:19]=[CH:18][C:5]=1[O:6][CH2:7][C:8]([OH:10])=[O:9])([CH3:3])[CH3:2]. The catalyst class is: 178. (4) Reactant: [CH2:1]([O:3][C:4]1[CH:5]=[C:6]([CH:9]=[C:10]([O:13][CH3:14])[C:11]=1[OH:12])[CH:7]=[O:8])[CH3:2].P([O-])(O)(O)=[O:16].[Na+].S(N)(=O)(=O)O.Cl([O-])=O.[Na+].Cl. Product: [CH2:1]([O:3][C:4]1[CH:5]=[C:6]([CH:9]=[C:10]([O:13][CH3:14])[C:11]=1[OH:12])[C:7]([OH:16])=[O:8])[CH3:2]. The catalyst class is: 38. (5) Reactant: [NH2:1][C:2]1[CH:3]=[CH:4][CH:5]=[C:6]2[C:10]=1[NH:9][CH:8]=[C:7]2[C:11]([N:13]1[CH2:19][C:18]2([CH3:21])[CH2:20][CH:14]1[CH2:15][C:16]([CH3:23])([CH3:22])[CH2:17]2)=[O:12].CCN(C(C)C)C(C)C.[C:33](OC(=O)C)(=[O:35])[CH3:34]. Product: [CH3:21][C:18]12[CH2:20][CH:14]([N:13]([C:11]([C:7]3[C:6]4[C:10](=[C:2]([NH:1][C:33](=[O:35])[CH3:34])[CH:3]=[CH:4][CH:5]=4)[NH:9][CH:8]=3)=[O:12])[CH2:19]1)[CH2:15][C:16]([CH3:23])([CH3:22])[CH2:17]2. The catalyst class is: 2. (6) Reactant: [CH2:1]([CH:3]([CH2:34][CH3:35])[CH2:4][O:5][C:6](=[O:33])[C:7]1[CH:12]=[CH:11][C:10]([CH2:13][N:14]2[CH2:18][C:17](=[O:19])[N:16](CC3C=CC(OC)=CC=3OC)[S:15]2(=[O:32])=[O:31])=[CH:9][CH:8]=1)[CH3:2].C(O)(C(F)(F)F)=O. Product: [CH2:34]([CH:3]([CH2:1][CH3:2])[CH2:4][O:5][C:6](=[O:33])[C:7]1[CH:8]=[CH:9][C:10]([CH2:13][N:14]2[CH2:18][C:17](=[O:19])[NH:16][S:15]2(=[O:31])=[O:32])=[CH:11][CH:12]=1)[CH3:35]. The catalyst class is: 2. (7) Reactant: [Cl:1][C:2]1[CH:10]=[CH:9][CH:8]=[C:7]2[C:3]=1[C:4]([C:11]([OH:13])=O)=[CH:5][NH:6]2.[F:14][C:15]1([F:24])[CH2:20][CH:19]([CH3:21])[CH2:18][CH:17]([CH2:22][NH2:23])[CH2:16]1.CN(C(ON1N=NC2C=CC=NC1=2)=[N+](C)C)C.F[P-](F)(F)(F)(F)F.CCN(C(C)C)C(C)C. Product: [Cl:1][C:2]1[CH:10]=[CH:9][CH:8]=[C:7]2[C:3]=1[C:4]([C:11]([NH:23][CH2:22][CH:17]1[CH2:18][CH:19]([CH3:21])[CH2:20][C:15]([F:14])([F:24])[CH2:16]1)=[O:13])=[CH:5][NH:6]2. The catalyst class is: 18. (8) Reactant: [C:1]([C:3]1[C:11]2[C:6](=[CH:7][C:8]([O:12]C)=[CH:9][CH:10]=2)[N:5]([CH2:14][CH3:15])[C:4]=1[C:16]1[CH:21]=[CH:20][C:19]([NH:22][S:23]([CH3:26])(=[O:25])=[O:24])=[CH:18][CH:17]=1)#[N:2].B(Br)(Br)Br.O. Product: [C:1]([C:3]1[C:11]2[C:6](=[CH:7][C:8]([OH:12])=[CH:9][CH:10]=2)[N:5]([CH2:14][CH3:15])[C:4]=1[C:16]1[CH:17]=[CH:18][C:19]([NH:22][S:23]([CH3:26])(=[O:24])=[O:25])=[CH:20][CH:21]=1)#[N:2]. The catalyst class is: 2.